Predict the product of the given reaction. From a dataset of Forward reaction prediction with 1.9M reactions from USPTO patents (1976-2016). Given the reactants [CH3:1][C:2]1[S:3][C:4]([CH2:7][N:8]2[C:13]3[CH:14]=[C:15]([C:17]4[CH:22]=[CH:21][CH:20]=[CH:19][CH:18]=4)[S:16][C:12]=3[C:11](=[O:23])[N:10]([CH:24]3[CH2:29][CH2:28][N:27](C(OC(C)(C)C)=O)[CH2:26][CH2:25]3)[C:9]2=[O:37])=[CH:5][N:6]=1.[F:38][C:39]([F:44])([F:43])[C:40]([OH:42])=[O:41], predict the reaction product. The product is: [F:38][C:39]([F:44])([F:43])[C:40]([OH:42])=[O:41].[CH3:1][C:2]1[S:3][C:4]([CH2:7][N:8]2[C:13]3[CH:14]=[C:15]([C:17]4[CH:18]=[CH:19][CH:20]=[CH:21][CH:22]=4)[S:16][C:12]=3[C:11](=[O:23])[N:10]([CH:24]3[CH2:29][CH2:28][NH:27][CH2:26][CH2:25]3)[C:9]2=[O:37])=[CH:5][N:6]=1.